Dataset: Experimentally validated miRNA-target interactions with 360,000+ pairs, plus equal number of negative samples. Task: Binary Classification. Given a miRNA mature sequence and a target amino acid sequence, predict their likelihood of interaction. (1) The miRNA is hsa-miR-181c-3p with sequence AACCAUCGACCGUUGAGUGGAC. The protein sequence of the target gene is MITDVQLAIFANMLGVSLFLLVVLYHYVAVNNPKKQE. Result: 0 (no interaction). (2) The miRNA is hsa-miR-3922-3p with sequence UCUGGCCUUGACUUGACUCUUU. The protein sequence of the target gene is MRKTNMWFLERLRGSGENGAARGVGSEAGDKASKGPLYSNVLTPDKIPDFFIPPKLPSGPAEGEGQAALGPSTSEQNLASAAPRQTPRSPRLPAKLAAESKSLLKAATRHVIQIESAEDWLSEEATDADPQAQGAMSLPSVPKAQTSYGFAMLAESPHTRRKESLFHSEHGALAQVGSPGAGRRRAAAKANGGDGGPREAGGALMSPGRYFSGGESDTGSSAESSPFGSPLLSRSVSLLKGFAQDSQAKVSQLRHSVGRHGSLSADDSTPDASPGSRRRLTRRAPPEPGPESGQARGEHT.... Result: 0 (no interaction). (3) The miRNA is hsa-miR-129-5p with sequence CUUUUUGCGGUCUGGGCUUGC. The protein sequence of the target gene is MASALNSKINPPGTCQGSKADGGAGWRMDCDPQMHVKMCKKIAQLTKVIYALNTRQDEAEASMEALREAHQEELQNAVAETKARLLQEQGCAEEEALLQRIQALESALELQKRLTEEALAESASCRLETKERELRVEAEHAERVLTLSREMLELKADYERRLQHLTSHEATPQGRLPQESPETKSEPGQGPEMQEVLLEVQRLRVENQQLSKDYARKAEELQATYERENEAIRQAMQQSVSQALWQWQEKESDLRKNFQVQESALQAQVRKLEGDLEHRGRKISDLKKYAQKLKERIQDL.... Result: 1 (interaction). (4) The miRNA is hsa-miR-6777-3p with sequence UCCACUCUCCUGGCCCCCAG. The protein sequence of the target gene is MIPPQEASARRREIEDKLKQEEETLSFIRDSLEKSDQLTKNMVSILSSFESRLMKLENSIIPVHKQTENLQRLQENVEKTLSCLDHVISYYHVASDTEKIIREGPTGRLEEYLGSMAKIQKAVEYFQDNSPDSPELNKVKLLFERGKEALESEFRSLMTRHSKVVSPVLILDLISGDDDLEAQEDVTLEHLPESVLQDVIRISRWLVEYGRNQDFMNVYYQIRSSQLDRSIKGLKEHFHKSSSSSGVPYSPAIPNKRKDTPTKKPVKRPGTIRKAQNLLKQYSQHGLDGKKGGSNLIPLE.... Result: 1 (interaction). (5) The miRNA is mmu-miR-7028-3p with sequence CCUUCUCUUCCCCCUCGGCCAG. The protein sequence of the target gene is MSKRYLQKATKGKLLIIIFIVTLWGKVVSSANHHKAHHVKTGTCEVVALHRCCNKNKIEERSQTVKCSCFPGQVAGTTRAAPSCVDASIVEQKWWCHMQPCLEGEECKVLPDRKGWSCSSGNKVKTTRVTH. Result: 0 (no interaction). (6) The miRNA is mmu-miR-3089-5p with sequence UGAGUUCAGGGACAGCGUGUCU. The protein sequence of the target gene is MEFPGGNDNYLTITGPSHPFLSGAETFHTPSLGDEEFEIPPISLDSDPSLAVSDVVGHFDDLADPSSSQDGSFSAQYGVQTLDMPVGMTHGLMEQGGGLLSGGLTMDLDHSIGTQYSANPPVTIDVPMTDMTSGLMGHSQLTTIDQSELSSQLGLSLGGGTILPPAQSPEDRLSTTPSPTNSLHEDGVDDFRRQLPAQKTVVVETGKKQKAPKKRKKKDPNEPQKPVSAYALFFRDTQAAIKGQNPNATFGEVSKIVASMWDSLGEEQKQVYKRKTEAAKKEYLKALAAYKDNQECQATV.... Result: 1 (interaction).